Dataset: Catalyst prediction with 721,799 reactions and 888 catalyst types from USPTO. Task: Predict which catalyst facilitates the given reaction. (1) Reactant: C([O:8][C:9]1[CH:14]=[C:13]([F:15])[CH:12]=[CH:11][C:10]=1[C:16](=O)[CH2:17][C:18](=[O:24])[C:19]([O:21][CH2:22][CH3:23])=[O:20])C1C=CC=CC=1.OCC1(OC[C@@H](O)[C@@H](O)[C@H]1O)O. Product: [F:15][C:13]1[CH:12]=[CH:11][C:10]([CH2:16][CH2:17][CH:18]([OH:24])[C:19]([O:21][CH2:22][CH3:23])=[O:20])=[C:9]([OH:8])[CH:14]=1. The catalyst class is: 256. (2) Reactant: F[C:2]1[CH:7]=[CH:6][C:5]([N+:8]([O-:10])=[O:9])=[CH:4][C:3]=1[CH3:11].[NH2:12][CH2:13][CH2:14][NH:15][CH2:16][CH2:17][OH:18].C([O-])([O-])=O.[K+].[K+].CN1CCCC1=O. Product: [N+:8]([C:5]1[CH:6]=[CH:7][C:2]([NH:12][CH2:13][CH2:14][NH:15][CH2:16][CH2:17][OH:18])=[C:3]([CH3:11])[CH:4]=1)([O-:10])=[O:9]. The catalyst class is: 6. (3) Reactant: [O:1]1[CH2:6][CH2:5][N:4]([CH2:7][C:8]2[CH:13]=[CH:12][C:11]([C:14]3[N:15]=[C:16]4[C:21]([C:22]([O:24]CC)=[O:23])=[CH:20][CH:19]=[CH:18][N:17]4[CH:27]=3)=[CH:10][CH:9]=2)[CH2:3][CH2:2]1.Cl. Product: [O:1]1[CH2:6][CH2:5][N:4]([CH2:7][C:8]2[CH:13]=[CH:12][C:11]([C:14]3[N:15]=[C:16]4[C:21]([C:22]([OH:24])=[O:23])=[CH:20][CH:19]=[CH:18][N:17]4[CH:27]=3)=[CH:10][CH:9]=2)[CH2:3][CH2:2]1. The catalyst class is: 74. (4) Reactant: [F:1][C:2]1[CH:7]=[CH:6][C:5]([C:8](=O)[CH2:9][C:10](=O)[CH3:11])=[CH:4][CH:3]=1.Cl.O.[NH2:16][NH2:17]. Product: [F:1][C:2]1[CH:7]=[CH:6][C:5]([C:8]2[NH:17][N:16]=[C:10]([CH3:11])[CH:9]=2)=[CH:4][CH:3]=1. The catalyst class is: 5. (5) Reactant: Br[C:2]1[CH:3]=[C:4]([C:8]2([CH3:15])[CH2:13][O:12][CH2:11][C:10]([NH2:14])=[N:9]2)[CH:5]=[CH:6][CH:7]=1.C(=O)([O-])O.[Na+].[F:21][C:22]1[CH:27]=[C:26]([F:28])[CH:25]=[CH:24][C:23]=1B(O)O. Product: [F:21][C:22]1[CH:27]=[C:26]([F:28])[CH:25]=[CH:24][C:23]=1[C:2]1[CH:7]=[CH:6][CH:5]=[C:4]([C:8]2([CH3:15])[CH2:13][O:12][CH2:11][C:10]([NH2:14])=[N:9]2)[CH:3]=1. The catalyst class is: 104. (6) Reactant: [CH3:1][O:2][C:3](=[O:25])[C:4]1[CH:9]=[C:8](I)[CH:7]=[N:6][C:5]=1[O:11][C:12]1[CH:17]=[CH:16][C:15]([O:18][C:19]2[CH:24]=[CH:23][CH:22]=[CH:21][CH:20]=2)=[CH:14][CH:13]=1.[C:26]([O:30][C:31]([N:33]1[CH2:37][CH2:36][C:35]2([CH2:41][CH2:40][NH:39][CH2:38]2)[CH2:34]1)=[O:32])([CH3:29])([CH3:28])[CH3:27].C(=O)([O-])[O-].[Cs+].[Cs+].C1(P(C2CCCCC2)C2C=CC=CC=2C2C(OC(C)C)=CC=CC=2OC(C)C)CCCCC1. Product: [C:26]([O:30][C:31]([N:33]1[CH2:37][CH2:36][C:35]2([CH2:41][CH2:40][N:39]([C:8]3[CH:7]=[N:6][C:5]([O:11][C:12]4[CH:17]=[CH:16][C:15]([O:18][C:19]5[CH:24]=[CH:23][CH:22]=[CH:21][CH:20]=5)=[CH:14][CH:13]=4)=[C:4]([C:3]([O:2][CH3:1])=[O:25])[CH:9]=3)[CH2:38]2)[CH2:34]1)=[O:32])([CH3:29])([CH3:27])[CH3:28]. The catalyst class is: 62. (7) Reactant: [N+:1]([C:4]1[CH:9]=[CH:8][C:7]([OH:10])=[CH:6][CH:5]=1)([O-:3])=[O:2].C(N(CC)CC)C.[Br:18][C:19]([CH3:24])([CH3:23])[C:20](Br)=[O:21]. Product: [N+:1]([C:4]1[CH:9]=[CH:8][C:7]([O:10][C:20](=[O:21])[C:19]([Br:18])([CH3:24])[CH3:23])=[CH:6][CH:5]=1)([O-:3])=[O:2]. The catalyst class is: 7.